From a dataset of Reaction yield outcomes from USPTO patents with 853,638 reactions. Predict the reaction yield, written as a fraction of the theoretical maximum amount of product (1.0 means a 100% yield; for example, 0.34 means a 34% yield). (1) The yield is 0.960. The reactants are [C:1]1([CH2:7][CH2:8][CH2:9][CH2:10][CH2:11][CH2:12][C:13]#[C:14][C:15]2[CH:24]=[CH:23][C:18]([C:19]([O:21][CH3:22])=[O:20])=[CH:17][CH:16]=2)[CH:6]=[CH:5][CH:4]=[CH:3][CH:2]=1. The product is [C:1]1([CH2:7][CH2:8][CH2:9][CH2:10][CH2:11][CH2:12][CH2:13][CH2:14][C:15]2[CH:16]=[CH:17][C:18]([C:19]([O:21][CH3:22])=[O:20])=[CH:23][CH:24]=2)[CH:2]=[CH:3][CH:4]=[CH:5][CH:6]=1. The catalyst is CO.[Pd]. (2) The reactants are [Cl:1][C:2]1[CH:7]=[C:6](Cl)[N:5]=[C:4]([S:9][CH3:10])[N:3]=1.[CH2:11]([Mg]Cl)[C:12]1[CH:17]=[CH:16][CH:15]=[CH:14][CH:13]=1. The catalyst is O1CCCC1. The product is [Cl:1][C:2]1[CH:7]=[C:6]([CH2:11][C:12]2[CH:17]=[CH:16][CH:15]=[CH:14][CH:13]=2)[N:5]=[C:4]([S:9][CH3:10])[N:3]=1. The yield is 0.610. (3) The reactants are [Br:1][C:2]1[CH:3]=[C:4]2[C:8](=[N:9][CH:10]=1)[NH:7][CH:6]=[CH:5]2.[F:11][C:12]1[C:17]([CH:18]=[O:19])=[CH:16][CH:15]=[CH:14][C:13]=1[NH:20][S:21]([CH2:24][CH2:25][CH3:26])(=[O:23])=[O:22].[OH-].[K+].O. The catalyst is CO. The product is [Br:1][C:2]1[CH:3]=[C:4]2[C:5]([CH:18]([OH:19])[C:17]3[C:12]([F:11])=[C:13]([NH:20][S:21]([CH2:24][CH2:25][CH3:26])(=[O:23])=[O:22])[CH:14]=[CH:15][CH:16]=3)=[CH:6][NH:7][C:8]2=[N:9][CH:10]=1. The yield is 0.450. (4) The reactants are [Br:1][C:2]1[CH:7]=[CH:6][C:5]([C:8](=[O:10])[CH3:9])=[CH:4][CH:3]=1.[Li+].C[Si]([N-][Si](C)(C)C)(C)C.[C:21](OCC)(=[O:27])[C:22]([O:24][CH2:25][CH3:26])=[O:23]. The catalyst is C1COCC1. The product is [Br:1][C:2]1[CH:7]=[CH:6][C:5]([C:8](=[O:10])[CH2:9][C:21](=[O:27])[C:22]([O:24][CH2:25][CH3:26])=[O:23])=[CH:4][CH:3]=1. The yield is 0.333.